This data is from Full USPTO retrosynthesis dataset with 1.9M reactions from patents (1976-2016). The task is: Predict the reactants needed to synthesize the given product. (1) Given the product [C:13]([O:12][C:10]([N:4]1[C@@H:5]([CH3:9])[CH2:6][O:7][CH2:8][C@@H:3]1[CH3:2])=[O:11])([CH3:16])([CH3:15])[CH3:14], predict the reactants needed to synthesize it. The reactants are: Cl.[CH3:2][C@H:3]1[CH2:8][O:7][CH2:6][CH:5]([CH3:9])[NH:4]1.[C:10](O[C:10]([O:12][C:13]([CH3:16])([CH3:15])[CH3:14])=[O:11])([O:12][C:13]([CH3:16])([CH3:15])[CH3:14])=[O:11].[OH-].[Na+].C(OC(C)C)(C)C. (2) Given the product [CH2:1]([O:8][C:9](=[O:21])[CH2:10][N:11]([CH2:12][C:13]1[CH:14]=[CH:15][C:16]([O:19][CH3:20])=[CH:17][CH:18]=1)[C:32](=[O:33])[CH2:31][C:30](=[O:34])[CH3:29])[C:2]1[CH:3]=[CH:4][CH:5]=[CH:6][CH:7]=1, predict the reactants needed to synthesize it. The reactants are: [CH2:1]([O:8][C:9](=[O:21])[CH2:10][NH:11][CH2:12][C:13]1[CH:18]=[CH:17][C:16]([O:19][CH3:20])=[CH:15][CH:14]=1)[C:2]1[CH:7]=[CH:6][CH:5]=[CH:4][CH:3]=1.OC1C=CC=CN=1.[CH2:29]=[C:30]1[O:34][C:32](=[O:33])[CH2:31]1. (3) The reactants are: [CH3:1][CH:2]([OH:4])[CH3:3].[H-].[Na+].[Cl:7][C:8]1[CH:9]=[C:10]2[C:15](=[CH:16][CH:17]=1)[C:14](=[O:18])[N:13]([C:19]1[CH:20]=[N:21][CH:22]=[C:23]([CH2:25]Cl)[CH:24]=1)[CH2:12][CH2:11]2. Given the product [Cl:7][C:8]1[CH:9]=[C:10]2[C:15](=[CH:16][CH:17]=1)[C:14](=[O:18])[N:13]([C:19]1[CH:20]=[N:21][CH:22]=[C:23]([CH2:25][O:4][CH:2]([CH3:3])[CH3:1])[CH:24]=1)[CH2:12][CH2:11]2, predict the reactants needed to synthesize it. (4) Given the product [NH2:1][C:2]1[N:7]=[CH:6][N:5]=[C:4]2[N:8]([CH:12]([C:14]3[C:24]4[O:23][CH2:22][CH2:21][N:20]([CH:36]5[CH2:37][N:38]([C:40]([O:42][C:43]([CH3:46])([CH3:45])[CH3:44])=[O:41])[CH2:39]5)[CH2:19][C:18]=4[C:17]([CH3:32])=[C:16]([Cl:33])[CH:15]=3)[CH3:13])[N:9]=[C:10]([CH3:11])[C:3]=12, predict the reactants needed to synthesize it. The reactants are: [NH2:1][C:2]1[N:7]=[CH:6][N:5]=[C:4]2[N:8]([CH:12]([C:14]3[C:24]4[O:23][CH2:22][CH2:21][N:20](C(OC(C)(C)C)=O)[CH2:19][C:18]=4[C:17]([CH3:32])=[C:16]([Cl:33])[CH:15]=3)[CH3:13])[N:9]=[C:10]([CH3:11])[C:3]=12.Cl.O=[C:36]1[CH2:39][N:38]([C:40]([O:42][C:43]([CH3:46])([CH3:45])[CH3:44])=[O:41])[CH2:37]1.C([BH3-])#N.[Na+]. (5) Given the product [CH2:1]([CH:8]1[CH2:17][C:16]2[C:11](=[CH:12][CH:13]=[CH:14][CH:15]=2)[CH2:10][N:9]1[CH2:18][CH2:19][NH:20][C:28]([NH:27][C:21]1[CH:26]=[CH:25][CH:24]=[CH:23][CH:22]=1)=[O:29])[C:2]1[CH:3]=[CH:4][CH:5]=[CH:6][CH:7]=1, predict the reactants needed to synthesize it. The reactants are: [CH2:1]([CH:8]1[CH2:17][C:16]2[C:11](=[CH:12][CH:13]=[CH:14][CH:15]=2)[CH2:10][N:9]1[CH2:18][CH2:19][NH2:20])[C:2]1[CH:7]=[CH:6][CH:5]=[CH:4][CH:3]=1.[C:21]1([N:27]=[C:28]=[O:29])[CH:26]=[CH:25][CH:24]=[CH:23][CH:22]=1. (6) Given the product [CH2:11]([C:4]1[CH:3]=[C:2]([Br:1])[CH:10]=[CH:9][C:5]=1[C:6]([O:8][CH:13]([CH3:15])[CH3:14])=[O:7])[CH3:12], predict the reactants needed to synthesize it. The reactants are: [Br:1][C:2]1[CH:10]=[CH:9][C:5]([C:6]([OH:8])=[O:7])=[C:4]([CH2:11][CH3:12])[CH:3]=1.[CH:13](O)([CH3:15])[CH3:14]. (7) Given the product [ClH:59].[C:1]1([CH2:11][NH:12][C:13](=[O:58])[C@@H:14]([NH:29][C:30]([C:32]2[C:41]3[C:36](=[CH:37][CH:38]=[CH:39][CH:40]=3)[C:35]([CH2:42][NH:43][CH2:44][C:45]3[CH:50]=[CH:49][CH:48]=[CH:47][N:46]=3)=[CH:34][CH:33]=2)=[O:31])[CH2:15][CH2:16][CH2:17][NH:18][C@@H:19]2[C:28]3[N:27]=[CH:26][CH:25]=[CH:24][C:23]=3[CH2:22][CH2:21][CH2:20]2)[C:10]2[C:5](=[CH:6][CH:7]=[CH:8][CH:9]=2)[CH:4]=[CH:3][CH:2]=1, predict the reactants needed to synthesize it. The reactants are: [C:1]1([CH2:11][NH:12][C:13](=[O:58])[C@@H:14]([NH:29][C:30]([C:32]2[C:41]3[C:36](=[CH:37][CH:38]=[CH:39][CH:40]=3)[C:35]([CH2:42][N:43](C(OC(C)(C)C)=O)[CH2:44][C:45]3[CH:50]=[CH:49][CH:48]=[CH:47][N:46]=3)=[CH:34][CH:33]=2)=[O:31])[CH2:15][CH2:16][CH2:17][NH:18][C@@H:19]2[C:28]3[N:27]=[CH:26][CH:25]=[CH:24][C:23]=3[CH2:22][CH2:21][CH2:20]2)[C:10]2[C:5](=[CH:6][CH:7]=[CH:8][CH:9]=2)[CH:4]=[CH:3][CH:2]=1.[ClH:59].O1CCOCC1. (8) The reactants are: Cl.[OH:2][CH:3]([CH2:23][OH:24])[CH2:4][O:5][C:6]1[CH:7]=[C:8]([CH:18]=[C:19]([O:21][CH3:22])[CH:20]=1)[C:9]([NH:11][CH:12]1[CH2:17][CH2:16][NH:15][CH2:14][CH2:13]1)=[O:10].C(OC(N1CCCC(N(OCC2COCO2)C(=O)C2C=C(OC)C=CC2(C)C)C1)=O)(C)(C)C.Cl.O1CCOCC1.C(O[C:68](=O)[C:69]1[CH:74]=[C:73]([O:75][CH2:76][CH3:77])[C:72]([Cl:78])=[C:71]([O:79][CH2:80][CH3:81])[CH:70]=1)C.ClC1C(OCC)=CC(CN2CCC(NC(=O)C3C=C(OC)C=C(CO)C=3)CC2)=CC=1OCC.C([BH3-])#N.[Na+].C(N(C(C)C)C(C)C)C. Given the product [Cl:78][C:72]1[C:73]([O:75][CH2:76][CH3:77])=[CH:74][C:69]([CH2:68][N:15]2[CH2:16][CH2:17][CH:12]([NH:11][C:9](=[O:10])[C:8]3[CH:18]=[C:19]([O:21][CH3:22])[CH:20]=[C:6]([O:5][CH2:4][CH:3]([OH:2])[CH2:23][OH:24])[CH:7]=3)[CH2:13][CH2:14]2)=[CH:70][C:71]=1[O:79][CH2:80][CH3:81], predict the reactants needed to synthesize it. (9) Given the product [CH2:1]([O:4][N:5]([C@H:18]1[CH2:23][N:22]([C:24]([O:26][C:27]([CH3:30])([CH3:28])[CH3:29])=[O:25])[C@H:21]([C:31](=[O:33])[NH2:40])[C:20]([CH3:34])=[C:19]1[CH3:35])[S:6]([C:9]1[CH:14]=[CH:13][CH:12]=[CH:11][C:10]=1[N+:15]([O-:17])=[O:16])(=[O:8])=[O:7])[CH:2]=[CH2:3], predict the reactants needed to synthesize it. The reactants are: [CH2:1]([O:4][N:5]([C@H:18]1[CH2:23][N:22]([C:24]([O:26][C:27]([CH3:30])([CH3:29])[CH3:28])=[O:25])[C@H:21]([C:31]([OH:33])=O)[C:20]([CH3:34])=[C:19]1[CH3:35])[S:6]([C:9]1[CH:14]=[CH:13][CH:12]=[CH:11][C:10]=1[N+:15]([O-:17])=[O:16])(=[O:8])=[O:7])[CH:2]=[CH2:3].C(O[N:40]([C@H]1CN(C(OC(C)(C)C)=O)[C@H](C(=O)N)C=C1C)S(C1C=CC=CC=1[N+]([O-])=O)(=O)=O)C=C.